This data is from Reaction yield outcomes from USPTO patents with 853,638 reactions. The task is: Predict the reaction yield, written as a fraction of the theoretical maximum amount of product (1.0 means a 100% yield; for example, 0.34 means a 34% yield). (1) The reactants are [C:1]([C:5]1[CH:6]=[C:7]([C:11]#[C:12][Si](C)(C)C)[CH:8]=[CH:9][CH:10]=1)([CH3:4])([CH3:3])[CH3:2].C(=O)([O-])[O-].[K+].[K+]. The catalyst is CO.C(OCC)(=O)C. The product is [C:1]([C:5]1[CH:10]=[CH:9][CH:8]=[C:7]([C:11]#[CH:12])[CH:6]=1)([CH3:4])([CH3:3])[CH3:2]. The yield is 0.390. (2) The reactants are S(Cl)(Cl)=O.[CH:5]1([C:10]([OH:12])=[O:11])[CH2:9][CH2:8][CH2:7][CH2:6]1.[CH3:13]O. No catalyst specified. The product is [CH:5]1([C:10]([O:12][CH3:13])=[O:11])[CH2:9][CH2:8][CH2:7][CH2:6]1. The yield is 0.720. (3) The reactants are C([O:3][C:4]([C:6]1[CH:7]=[N:8][N:9]([C:11]2[NH:15][C:14]3[CH:16]=[CH:17][CH:18]=[C:19]([Cl:20])[C:13]=3[N:12]=2)[CH:10]=1)=[O:5])C.C1COCC1.O[Li].O. The catalyst is O. The product is [Cl:20][C:19]1[C:13]2[N:12]=[C:11]([N:9]3[CH:10]=[C:6]([C:4]([OH:5])=[O:3])[CH:7]=[N:8]3)[NH:15][C:14]=2[CH:16]=[CH:17][CH:18]=1. The yield is 0.900.